Predict the reaction yield, written as a fraction of the theoretical maximum amount of product (1.0 means a 100% yield; for example, 0.34 means a 34% yield). From a dataset of Reaction yield outcomes from USPTO patents with 853,638 reactions. (1) The reactants are [N:1]1([C:7]([O:9][C:10]([CH3:13])([CH3:12])[CH3:11])=[O:8])[CH2:6][CH2:5][NH:4][CH2:3][CH2:2]1.Br[CH2:15][CH2:16][CH2:17][OH:18].C(=O)([O-])[O-].[K+].[K+].CO. The catalyst is C(#N)C.ClCCl. The product is [OH:18][CH2:17][CH2:16][CH2:15][N:4]1[CH2:5][CH2:6][N:1]([C:7]([O:9][C:10]([CH3:13])([CH3:12])[CH3:11])=[O:8])[CH2:2][CH2:3]1. The yield is 0.800. (2) The reactants are [F:1][C:2]1[CH:3]=[C:4]2[C:8](=[CH:9][CH:10]=1)[NH:7][N:6]=[C:5]2[I:11].[F:12][C:13]1([F:20])[CH2:18][CH2:17][CH:16](O)[CH2:15][CH2:14]1. No catalyst specified. The yield is 0.170. The product is [F:12][C:13]1([F:20])[CH2:18][CH2:17][CH:16]([N:7]2[C:8]3[C:4](=[CH:3][C:2]([F:1])=[CH:10][CH:9]=3)[C:5]([I:11])=[N:6]2)[CH2:15][CH2:14]1. (3) The yield is 0.630. The reactants are N1C=CC=CC=1.[NH2:7][C:8]1[CH:13]=[CH:12][NH:11][C:10](=[O:14])[CH:9]=1.[C:15]1([CH2:21][C:22](Cl)=[O:23])[CH:20]=[CH:19][CH:18]=[CH:17][CH:16]=1. The product is [O:14]=[C:10]1[CH:9]=[C:8]([NH:7][C:22](=[O:23])[CH2:21][C:15]2[CH:20]=[CH:19][CH:18]=[CH:17][CH:16]=2)[CH:13]=[CH:12][NH:11]1. The catalyst is CN(C=O)C.O.